Dataset: Reaction yield outcomes from USPTO patents with 853,638 reactions. Task: Predict the reaction yield, written as a fraction of the theoretical maximum amount of product (1.0 means a 100% yield; for example, 0.34 means a 34% yield). (1) The reactants are [CH3:1][O:2][C:3](=[O:13])[CH2:4][C:5]1[CH:10]=[C:9]([OH:11])[CH:8]=[C:7]([OH:12])[CH:6]=1.C(=O)([O-])[O-].[K+].[K+].[I-].[K+].[CH2:22](Br)[C:23]1[CH:28]=[CH:27][CH:26]=[CH:25][CH:24]=1. The catalyst is CC(C)=O.O. The product is [CH3:1][O:2][C:3](=[O:13])[CH2:4][C:5]1[CH:10]=[C:9]([OH:11])[CH:8]=[C:7]([O:12][CH2:22][C:23]2[CH:28]=[CH:27][CH:26]=[CH:25][CH:24]=2)[CH:6]=1. The yield is 0.330. (2) The reactants are [C:1]([O:5][C:6]([N:8]1[CH2:13][CH2:12][O:11][CH:10]([CH2:14]O)[CH2:9]1)=[O:7])([CH3:4])([CH3:3])[CH3:2].C(Br)(Br)(Br)[Br:17].C1(P(C2C=CC=CC=2)C2C=CC=CC=2)C=CC=CC=1. The catalyst is ClCCl. The product is [C:1]([O:5][C:6]([N:8]1[CH2:13][CH2:12][O:11][CH:10]([CH2:14][Br:17])[CH2:9]1)=[O:7])([CH3:4])([CH3:3])[CH3:2]. The yield is 0.370. (3) The reactants are Cl.[C:2]([CH2:4][C:5](OCC)=[O:6])#[N:3].[CH2:10]([O:12][C:13]1[CH:18]=[CH:17][C:16]([NH:19][C:20]([NH2:22])=[S:21])=[CH:15][CH:14]=1)[CH3:11].C(=O)(O)[O-].[Na+]. The catalyst is O1CCOCC1. The product is [NH2:3][C:2]1[N:19]([C:16]2[CH:17]=[CH:18][C:13]([O:12][CH2:10][CH3:11])=[CH:14][CH:15]=2)[C:20](=[S:21])[NH:22][C:5](=[O:6])[CH:4]=1. The yield is 0.695. (4) The reactants are Cl.CC([N:6]([CH2:10][CH:11]([NH:19][C:20]([C:22]1[N:23]([CH3:33])[CH:24]=[C:25]([C:27]2[N:31]([CH3:32])[N:30]=[CH:29][CH:28]=2)[CH:26]=1)=[O:21])[CH2:12][C:13]1[CH:18]=[CH:17][CH:16]=[CH:15][CH:14]=1)C(=O)[O-])(C)C. The catalyst is O1CCOCC1.C(Cl)(Cl)Cl.CO. The product is [NH2:6][CH2:10][CH:11]([NH:19][C:20]([C:22]1[N:23]([CH3:33])[CH:24]=[C:25]([C:27]2[N:31]([CH3:32])[N:30]=[CH:29][CH:28]=2)[CH:26]=1)=[O:21])[CH2:12][C:13]1[CH:18]=[CH:17][CH:16]=[CH:15][CH:14]=1. The yield is 0.320. (5) The reactants are [OH:1][C:2]1[CH:9]=[CH:8][C:5]([CH:6]=[O:7])=[CH:4][CH:3]=1.[Cl:10][C:11]1[CH:12]=[C:13]([CH:16]=[CH:17][C:18]=1F)[C:14]#[N:15]. No catalyst specified. The product is [Cl:10][C:11]1[CH:12]=[C:13]([CH:16]=[CH:17][C:18]=1[O:1][C:2]1[CH:9]=[CH:8][C:5]([CH:6]=[O:7])=[CH:4][CH:3]=1)[C:14]#[N:15]. The yield is 0.0191. (6) The reactants are [NH:1](C(OC(C)(C)C)=O)[CH2:2][C:3]([NH:5][CH2:6][C:7]([NH:9][CH2:10][C:11](O)=[O:12])=[O:8])=[O:4].F[P-](F)(F)(F)(F)F.C[N+](C)=C(N(C)C)ON1C2N=CC=CC=2N=N1.CN(C=O)C.[C:50]([O:69][CH2:70][C@H:71]([CH2:92][O:93][P:94]([O:97][CH2:98][CH2:99][NH2:100])([OH:96])=[O:95])[O:72][C:73](=[O:91])[CH2:74][CH2:75][CH2:76][CH2:77][CH2:78][CH2:79][CH2:80]/[CH:81]=[CH:82]\[CH2:83][CH2:84][CH2:85][CH2:86][CH2:87][CH2:88][CH2:89][CH3:90])(=[O:68])[CH2:51][CH2:52][CH2:53][CH2:54][CH2:55][CH2:56][CH2:57]/[CH:58]=[CH:59]\[CH2:60][CH2:61][CH2:62][CH2:63][CH2:64][CH2:65][CH2:66][CH3:67].Cl.C(OCC)C. The catalyst is C(Cl)(Cl)Cl. The product is [C:50]([O:69][CH2:70][C@@H:71]([O:72][C:73](=[O:91])[CH2:74][CH2:75][CH2:76][CH2:77][CH2:78][CH2:79][CH2:80]/[CH:81]=[CH:82]\[CH2:83][CH2:84][CH2:85][CH2:86][CH2:87][CH2:88][CH2:89][CH3:90])[CH2:92][O:93][P:94]([O:97][CH2:98][CH2:99][NH:100][C:11](=[O:12])[CH2:10][NH:9][C:7](=[O:8])[CH2:6][NH:5][C:3](=[O:4])[CH2:2][NH2:1])([OH:96])=[O:95])(=[O:68])[CH2:51][CH2:52][CH2:53][CH2:54][CH2:55][CH2:56][CH2:57]/[CH:58]=[CH:59]\[CH2:60][CH2:61][CH2:62][CH2:63][CH2:64][CH2:65][CH2:66][CH3:67]. The yield is 0.900. (7) The reactants are Cl.C[O:3][C:4](=[O:39])[C:5]1[CH:10]=[CH:9][C:8]([CH2:11][O:12][C:13]2[CH:18]=[CH:17][C:16]([CH2:19][C@H:20]([NH2:38])[C:21]3[N:22]([CH2:34][CH2:35][CH2:36][CH3:37])[CH:23]=[C:24]([C:26]4[CH:31]=[CH:30][C:29]([Cl:32])=[CH:28][C:27]=4[Cl:33])[N:25]=3)=[CH:15][CH:14]=2)=[CH:7][CH:6]=1.[C:40]([C:42]1[CH:43]=[C:44]([CH:48]=[CH:49][CH:50]=1)[C:45](O)=[O:46])#[N:41]. No catalyst specified. The product is [CH2:34]([N:22]1[CH:23]=[C:24]([C:26]2[CH:31]=[CH:30][C:29]([Cl:32])=[CH:28][C:27]=2[Cl:33])[N:25]=[C:21]1[C@@H:20]([NH:38][C:45](=[O:46])[C:44]1[CH:48]=[CH:49][CH:50]=[C:42]([C:40]#[N:41])[CH:43]=1)[CH2:19][C:16]1[CH:15]=[CH:14][C:13]([O:12][CH2:11][C:8]2[CH:9]=[CH:10][C:5]([C:4]([OH:3])=[O:39])=[CH:6][CH:7]=2)=[CH:18][CH:17]=1)[CH2:35][CH2:36][CH3:37]. The yield is 0.650. (8) The reactants are Cl.C[O:3][C:4](=[O:39])[C:5]1[CH:10]=[CH:9][C:8]([CH2:11][O:12][C:13]2[CH:18]=[CH:17][C:16]([CH2:19][C@H:20]([NH2:38])[C:21]3[N:22]([CH2:34][CH2:35][CH2:36][CH3:37])[CH:23]=[C:24]([C:26]4[CH:31]=[CH:30][C:29]([Cl:32])=[CH:28][C:27]=4[Cl:33])[N:25]=3)=[CH:15][CH:14]=2)=[CH:7][CH:6]=1.[C:40](O)(=[O:46])[CH2:41][CH2:42][CH2:43][C:44]#[CH:45]. No catalyst specified. The product is [CH2:34]([N:22]1[CH:23]=[C:24]([C:26]2[CH:31]=[CH:30][C:29]([Cl:32])=[CH:28][C:27]=2[Cl:33])[N:25]=[C:21]1[C@@H:20]([NH:38][C:40](=[O:46])[CH2:41][CH2:42][CH2:43][C:44]#[CH:45])[CH2:19][C:16]1[CH:17]=[CH:18][C:13]([O:12][CH2:11][C:8]2[CH:7]=[CH:6][C:5]([C:4]([OH:3])=[O:39])=[CH:10][CH:9]=2)=[CH:14][CH:15]=1)[CH2:35][CH2:36][CH3:37]. The yield is 0.640.